This data is from Reaction yield outcomes from USPTO patents with 853,638 reactions. The task is: Predict the reaction yield, written as a fraction of the theoretical maximum amount of product (1.0 means a 100% yield; for example, 0.34 means a 34% yield). (1) The reactants are C(O[C:6](=[O:36])[NH:7][CH2:8][CH2:9][C@H:10]([N:12]1[CH2:17][CH2:16][CH:15]([N:18]([CH2:27][C:28]2[CH:33]=[CH:32][CH:31]=[C:30]([C:34]#[N:35])[N:29]=2)[C:19]2[CH:24]=[CH:23][C:22]([O:25][CH3:26])=[CH:21][CH:20]=2)[CH2:14][CH2:13]1)[CH3:11])(C)(C)C.CCN=C=NCCCN(C)C.C1C=CC2N(O)N=NC=2C=1.[Cl:58][C:59]1[N:67]=[CH:66][CH:65]=[C:64]([CH3:68])[C:60]=1C(O)=O.CCN(C(C)C)C(C)C. The catalyst is C(Cl)Cl.C(O)(C(F)(F)F)=O.CN(C=O)C. The product is [Cl:58][C:59]1[N:67]=[CH:66][CH:65]=[C:64]([CH3:68])[C:60]=1[C:6]([NH:7][CH2:8][CH2:9][C@H:10]([N:12]1[CH2:13][CH2:14][CH:15]([N:18]([CH2:27][C:28]2[CH:33]=[CH:32][CH:31]=[C:30]([C:34]#[N:35])[N:29]=2)[C:19]2[CH:20]=[CH:21][C:22]([O:25][CH3:26])=[CH:23][CH:24]=2)[CH2:16][CH2:17]1)[CH3:11])=[O:36]. The yield is 0.350. (2) The reactants are [CH:1]([C@@H:4]1[C:9](=[O:10])[NH:8][CH2:7][CH2:6][N:5]1C(OCC1C=CC=CC=1)=O)([CH3:3])[CH3:2].[CH3:33][C:32]([O:31][C:29](O[C:29]([O:31][C:32]([CH3:35])([CH3:34])[CH3:33])=[O:30])=[O:30])([CH3:35])[CH3:34].C([C@H]1NCCNC1=O)(C)C. The catalyst is CO.[Pd]. The product is [CH:1]([C@@H:4]1[C:9](=[O:10])[NH:8][CH2:7][CH2:6][N:5]1[C:29]([O:31][C:32]([CH3:33])([CH3:34])[CH3:35])=[O:30])([CH3:3])[CH3:2]. The yield is 0.610. (3) The reactants are [Cl:1][C:2]1[CH:3]=[C:4]([NH2:20])[CH:5]=[C:6]([Cl:19])[C:7]=1[O:8][C:9]1[S:10][C:11]2[CH:17]=[C:16]([Cl:18])[CH:15]=[CH:14][C:12]=2[N:13]=1.[Cl:21][C:22]1[CH:27]=[C:26]([Cl:28])[CH:25]=[CH:24][C:23]=1[S:29](Cl)(=[O:31])=[O:30].O.Cl. The catalyst is N1C=CC=CC=1. The product is [Cl:21][C:22]1[CH:27]=[C:26]([Cl:28])[CH:25]=[CH:24][C:23]=1[S:29]([NH:20][C:4]1[CH:3]=[C:2]([Cl:1])[C:7]([O:8][C:9]2[S:10][C:11]3[CH:17]=[C:16]([Cl:18])[CH:15]=[CH:14][C:12]=3[N:13]=2)=[C:6]([Cl:19])[CH:5]=1)(=[O:31])=[O:30]. The yield is 0.460. (4) The reactants are [C:1]([C:4]1[C:37](=[O:38])[C@@:8]2([CH3:39])[C:9]3[C:15]([OH:16])=[CH:14][C:13]([O:17][CH3:18])=[C:12]([C:19]([NH:21][CH2:22][C:23]4[C:28]([CH3:29])=[CH:27][C:26]([O:30][CH2:31][C:32]#[C:33][CH3:34])=[C:25]([CH3:35])[C:24]=4[CH3:36])=[O:20])[C:10]=3[O:11][C:7]2=[CH:6][C:5]=1[OH:40])(=O)[CH3:2].Cl.[CH3:42][O:43][NH2:44].C(=O)(O)[O-].[Na+]. The catalyst is O1CCCC1.CO. The product is [CH2:31]([O:30][C:26]1[CH:27]=[C:28]([CH3:29])[C:23]([CH2:22][NH:21][C:19]([C:12]2[C:10]3[O:11][C:7]4[C@@:8]([CH3:39])([C:37](=[O:38])[C:4](/[C:1](=[N:44]/[O:43][CH3:42])/[CH3:2])=[C:5]([OH:40])[CH:6]=4)[C:9]=3[C:15]([OH:16])=[CH:14][C:13]=2[O:17][CH3:18])=[O:20])=[C:24]([CH3:36])[C:25]=1[CH3:35])[C:32]#[C:33][CH3:34]. The yield is 0.760. (5) The reactants are C1CO[C:8]2[CH:7]=[CH:6][C:5]([NH:11][C:12]3[C:17]([F:18])=[CH:16][N:15]=[C:14]([NH:19][C:20]4[CH:25]=[CH:24][CH:23]=[C:22](O)[CH:21]=4)[N:13]=3)=[CH:4][C:3]=2[O:2]1.ClC1N=C(NC2C=CC=C(O)C=2)C(F)=C[N:29]=1.N1C=CC=CC=1CN. No catalyst specified. The product is [F:18][C:17]1[C:12]([NH:11][C:5]2[CH:6]=[CH:7][CH:8]=[C:3]([OH:2])[CH:4]=2)=[N:13][C:14]([NH:19][CH2:20][C:25]2[CH:24]=[CH:23][CH:22]=[CH:21][N:29]=2)=[N:15][CH:16]=1. The yield is 0.620. (6) The product is [C:13]([O:11][C:7]1[CH:6]=[C:5]2[C:10](=[CH:9][CH:8]=1)[N:1]=[CH:2][N:3]=[C:4]2[OH:12])(=[O:15])[CH3:14]. The yield is 0.650. The catalyst is N1C=CC=CC=1. The reactants are [N:1]1[C:10]2[C:5](=[CH:6][C:7]([OH:11])=[CH:8][CH:9]=2)[C:4]([OH:12])=[N:3][CH:2]=1.[C:13](OC(=O)C)(=[O:15])[CH3:14].